This data is from Full USPTO retrosynthesis dataset with 1.9M reactions from patents (1976-2016). The task is: Predict the reactants needed to synthesize the given product. (1) The reactants are: FC(F)(F)S(O[C:7]1[CH:8]=[CH:9][C:10]2[N:11]([N:13]=[CH:14][C:15]=2[C:16]2[CH:21]=[CH:20][N:19]=[C:18]([NH:22][CH:23]3[CH2:25][CH2:24]3)[N:17]=2)[N:12]=1)(=O)=O.[C:28]1([SH:34])[CH:33]=[CH:32][CH:31]=[CH:30][CH:29]=1.CC([O-])(C)C.[Na+].O. Given the product [CH:23]1([NH:22][C:18]2[N:17]=[C:16]([C:15]3[CH:14]=[N:13][N:11]4[C:10]=3[CH:9]=[CH:8][C:7]([S:34][C:28]3[CH:33]=[CH:32][CH:31]=[CH:30][CH:29]=3)=[N:12]4)[CH:21]=[CH:20][N:19]=2)[CH2:24][CH2:25]1, predict the reactants needed to synthesize it. (2) The reactants are: [NH2:1][C:2]1[N:3]=[C:4]2[N:9]([C:10](=[O:12])[CH:11]=1)[CH2:8][CH2:7][CH2:6][S:5]2.[OH-:13].[Na+]. Given the product [NH2:1][C:2]1[NH:3][C:4](=[O:13])[N:9]([CH2:8][CH2:7][CH2:6][SH:5])[C:10](=[O:12])[CH:11]=1, predict the reactants needed to synthesize it. (3) Given the product [CH3:1][N:2]([C@H:3]1[CH2:7][CH2:6][N:5]([CH2:8][C:9]2[CH:14]=[CH:13][N:12]=[C:11]([C:15]3[CH:16]=[C:17]([O:25][CH3:26])[C:18]([O:23][CH3:24])=[C:19]([O:21][CH3:22])[CH:20]=3)[CH:10]=2)[CH2:4]1)[CH2:28][C:29]1[CH:34]=[CH:33][N:32]=[C:31]([C:35]2[CH:40]=[C:39]([O:41][CH3:42])[C:38]([O:43][CH3:44])=[C:37]([O:45][CH3:46])[CH:36]=2)[CH:30]=1, predict the reactants needed to synthesize it. The reactants are: [CH3:1][NH:2][C@H:3]1[CH2:7][CH2:6][N:5]([CH2:8][C:9]2[CH:14]=[CH:13][N:12]=[C:11]([C:15]3[CH:20]=[C:19]([O:21][CH3:22])[C:18]([O:23][CH3:24])=[C:17]([O:25][CH3:26])[CH:16]=3)[CH:10]=2)[CH2:4]1.Cl[CH2:28][C:29]1[CH:34]=[CH:33][N:32]=[C:31]([C:35]2[CH:40]=[C:39]([O:41][CH3:42])[C:38]([O:43][CH3:44])=[C:37]([O:45][CH3:46])[CH:36]=2)[CH:30]=1.